From a dataset of Full USPTO retrosynthesis dataset with 1.9M reactions from patents (1976-2016). Predict the reactants needed to synthesize the given product. (1) Given the product [NH2:81][C:80](=[O:27])[CH2:79][C@@H:46]([C@@H:47]([CH3:52])/[CH:48]=[CH:49]\[CH:50]=[CH2:51])[C@H:45]([CH3:54])[C@H:44]([OH:43])[C@@H:55]([CH3:76])[CH2:56]/[C:57](/[CH3:75])=[CH:58]\[CH:59]([CH3:74])[CH:60]([OH:66])[CH:61]([CH3:65])[CH2:62][N:63]([CH3:64])[C:8](=[O:10])[CH2:7][CH:1]1[CH2:2][CH2:3][CH2:4][CH2:5][CH2:6]1, predict the reactants needed to synthesize it. The reactants are: [CH:1]1([CH2:7][C:8]([OH:10])=O)[CH2:6][CH2:5][CH2:4][CH2:3][CH2:2]1.F[P-](F)(F)(F)(F)F.N1([O:27][P+](N(C)C)(N(C)C)N(C)C)C2C=CC=CC=2N=N1.CC([Si](C)(C)[O:43][C@H:44]([C@@H:55]([CH3:76])[CH2:56]/[C:57](/[CH3:75])=[CH:58]\[C@H:59]([CH3:74])[C@@H:60]([O:66][Si](C(C)(C)C)(C)C)[C@@H:61]([CH3:65])[CH2:62][NH:63][CH3:64])[C@H:45]([CH3:54])[C@@H:46](O)[C@@H:47]([CH3:52])/[CH:48]=[CH:49]\[CH:50]=[CH2:51])(C)C.[CH3:79][CH2:80][N:81](C(C)C)C(C)C. (2) Given the product [Cl:27][C:2]1[C:11]2[C:10](=[O:12])[N:9]([CH2:13][C:14]3[CH:19]=[CH:18][C:17]([O:20][CH3:21])=[CH:16][CH:15]=3)[CH:8]=[N:7][C:6]=2[N:5]([CH3:22])[C:4](=[O:23])[C:3]=1[CH3:24], predict the reactants needed to synthesize it. The reactants are: O[C:2]1[C:11]2[C:10](=[O:12])[N:9]([CH2:13][C:14]3[CH:19]=[CH:18][C:17]([O:20][CH3:21])=[CH:16][CH:15]=3)[CH:8]=[N:7][C:6]=2[N:5]([CH3:22])[C:4](=[O:23])[C:3]=1[CH3:24].P(Cl)(Cl)([Cl:27])=O. (3) Given the product [Cl:1][C:2]1[C:3]([C:9](=[N:27][O:26][CH3:25])[CH:10]([N:12]2[C:16](=[O:17])[C:15]3=[CH:18][CH:19]=[CH:20][CH:21]=[C:14]3[C:13]2=[O:22])[CH3:11])=[N:4][CH:5]=[C:6]([Cl:8])[CH:7]=1, predict the reactants needed to synthesize it. The reactants are: [Cl:1][C:2]1[C:3]([C:9](=O)[CH:10]([N:12]2[C:16](=[O:17])[C:15]3=[CH:18][CH:19]=[CH:20][CH:21]=[C:14]3[C:13]2=[O:22])[CH3:11])=[N:4][CH:5]=[C:6]([Cl:8])[CH:7]=1.Cl.[CH3:25][O:26][NH2:27].N1C=CC=CC=1.Cl. (4) Given the product [CH2:1]([S:8][C:10]1[CH:15]=[CH:14][C:13]([O:16][CH3:17])=[CH:12][C:11]=1[S:18]([NH:21][C:22]([CH3:25])([CH3:24])[CH3:23])(=[O:19])=[O:20])[C:2]1[CH:7]=[CH:6][CH:5]=[CH:4][CH:3]=1, predict the reactants needed to synthesize it. The reactants are: [CH2:1]([SH:8])[C:2]1[CH:7]=[CH:6][CH:5]=[CH:4][CH:3]=1.Br[C:10]1[CH:15]=[CH:14][C:13]([O:16][CH3:17])=[CH:12][C:11]=1[S:18]([NH:21][C:22]([CH3:25])([CH3:24])[CH3:23])(=[O:20])=[O:19].C(N(CC)C(C)C)(C)C. (5) Given the product [CH:14]([C:2]1[CH:11]=[CH:10][C:5]([C:6]([O:8][CH3:9])=[O:7])=[C:4]([F:12])[CH:3]=1)=[CH2:15], predict the reactants needed to synthesize it. The reactants are: Br[C:2]1[CH:11]=[CH:10][C:5]([C:6]([O:8][CH3:9])=[O:7])=[C:4]([F:12])[CH:3]=1.[K+].[CH:14]([B-](F)(F)F)=[CH2:15]. (6) Given the product [F:1][C:2]1([F:25])[CH2:7][CH2:6][C:5]([CH2:9][NH:10][C:11]([C:13]2[C:14]3[CH:15]=[CH:16][C:17]([N:38]4[CH2:39][CH2:40][C@@H:36]([F:35])[CH2:37]4)=[N:18][C:19]=3[CH:20]=[CH:21][C:22]=2[Cl:23])=[O:12])([OH:8])[CH2:4][CH2:3]1, predict the reactants needed to synthesize it. The reactants are: [F:1][C:2]1([F:25])[CH2:7][CH2:6][C:5]([CH2:9][NH:10][C:11]([C:13]2[C:14]3[CH:15]=[CH:16][C:17](Cl)=[N:18][C:19]=3[CH:20]=[CH:21][C:22]=2[Cl:23])=[O:12])([OH:8])[CH2:4][CH2:3]1.CCN(C(C)C)C(C)C.[F:35][C@@H:36]1[CH2:40][CH2:39][NH:38][CH2:37]1.